Dataset: NCI-60 drug combinations with 297,098 pairs across 59 cell lines. Task: Regression. Given two drug SMILES strings and cell line genomic features, predict the synergy score measuring deviation from expected non-interaction effect. (1) Drug 1: CCC1=C2CN3C(=CC4=C(C3=O)COC(=O)C4(CC)O)C2=NC5=C1C=C(C=C5)O. Drug 2: CC(C)CN1C=NC2=C1C3=CC=CC=C3N=C2N. Cell line: SF-268. Synergy scores: CSS=27.1, Synergy_ZIP=0.844, Synergy_Bliss=0.179, Synergy_Loewe=-24.6, Synergy_HSA=-0.796. (2) Drug 1: CCC1(CC2CC(C3=C(CCN(C2)C1)C4=CC=CC=C4N3)(C5=C(C=C6C(=C5)C78CCN9C7C(C=CC9)(C(C(C8N6C)(C(=O)OC)O)OC(=O)C)CC)OC)C(=O)OC)O.OS(=O)(=O)O. Drug 2: CC12CCC3C(C1CCC2O)C(CC4=C3C=CC(=C4)O)CCCCCCCCCS(=O)CCCC(C(F)(F)F)(F)F. Cell line: CCRF-CEM. Synergy scores: CSS=7.83, Synergy_ZIP=-2.75, Synergy_Bliss=-1.30, Synergy_Loewe=3.80, Synergy_HSA=1.17. (3) Drug 1: CC1C(C(CC(O1)OC2CC(OC(C2O)C)OC3=CC4=CC5=C(C(=O)C(C(C5)C(C(=O)C(C(C)O)O)OC)OC6CC(C(C(O6)C)O)OC7CC(C(C(O7)C)O)OC8CC(C(C(O8)C)O)(C)O)C(=C4C(=C3C)O)O)O)O. Drug 2: C(CCl)NC(=O)N(CCCl)N=O. Cell line: CAKI-1. Synergy scores: CSS=28.5, Synergy_ZIP=-1.33, Synergy_Bliss=0.424, Synergy_Loewe=-17.8, Synergy_HSA=0.601.